From a dataset of Peptide-MHC class I binding affinity with 185,985 pairs from IEDB/IMGT. Regression. Given a peptide amino acid sequence and an MHC pseudo amino acid sequence, predict their binding affinity value. This is MHC class I binding data. (1) The peptide sequence is ELKCGSGIF. The binding affinity (normalized) is 0.352. The MHC is HLA-A26:01 with pseudo-sequence HLA-A26:01. (2) The peptide sequence is EEMNLPGRW. The MHC is HLA-B18:01 with pseudo-sequence HLA-B18:01. The binding affinity (normalized) is 0.292.